This data is from Catalyst prediction with 721,799 reactions and 888 catalyst types from USPTO. The task is: Predict which catalyst facilitates the given reaction. (1) Reactant: [C:1]1(P(C2C=CC=CC=2)C2C=CC=CC=2)C=CC=CC=1.C1([O-])C=CC=CC=1.[K+].[CH3:43][C:38]1([CH3:44])[C:39]([CH3:42])([CH3:41])[O:40][B:36]([B:36]2[O:40][C:39]([CH3:42])([CH3:41])[C:38]([CH3:44])([CH3:43])[O:37]2)[O:37]1.[C:46]1([CH3:52])[CH:51]=[CH:50][CH:49]=[CH:48][CH:47]=1. Product: [CH3:52][C:46]1([CH3:1])[C:51]([B:36]2[O:37][C:38]([CH3:43])([CH3:44])[C:39]([CH3:41])([CH3:42])[O:40]2)=[CH:50][CH2:49][CH2:48][CH2:47]1. The catalyst class is: 235. (2) Reactant: [OH:1][C:2]1[CH:7]=[C:6]([CH3:8])[C:5]([C:9]2[C:13](=[O:14])[CH2:12][CH:11]([CH2:15][CH2:16][NH:17][C:18]([C:20]3[CH:25]=[CH:24][CH:23]=[CH:22][N:21]=3)=[O:19])[C:10]=2[O:26][CH3:27])=[C:4]([CH3:28])[CH:3]=1.[Cl:29][C:30]1[C:31](F)=[N:32][CH:33]=[C:34]([C:36]([F:39])([F:38])[F:37])[CH:35]=1.C(=O)([O-])[O-].[K+].[K+]. Product: [Cl:29][C:30]1[C:31]([O:1][C:2]2[CH:7]=[C:6]([CH3:8])[C:5]([C:9]3[C:13](=[O:14])[CH2:12][CH:11]([CH2:15][CH2:16][NH:17][C:18]([C:20]4[CH:25]=[CH:24][CH:23]=[CH:22][N:21]=4)=[O:19])[C:10]=3[O:26][CH3:27])=[C:4]([CH3:28])[CH:3]=2)=[N:32][CH:33]=[C:34]([C:36]([F:38])([F:37])[F:39])[CH:35]=1. The catalyst class is: 16. (3) Reactant: [NH2:1][C:2]1[S:3][C:4]([C:9](=O)[CH:10](Br)[CH3:11])=[C:5]([CH2:7][CH3:8])[N:6]=1.[CH3:14][O:15][C:16]1[CH:21]=[CH:20][CH:19]=[CH:18][C:17]=1[NH:22][C:23]([NH2:25])=[S:24]. Product: [CH2:7]([C:5]1[N:6]=[C:2]([NH2:1])[S:3][C:4]=1[C:9]1[N:25]=[C:23]([NH:22][C:17]2[CH:18]=[CH:19][CH:20]=[CH:21][C:16]=2[O:15][CH3:14])[S:24][C:10]=1[CH3:11])[CH3:8]. The catalyst class is: 14. (4) Reactant: [CH2:1]([Zn]CC)C.FC(F)(F)C(O)=O.ICI.C(OC([N:23]1[CH2:28][CH2:27][O:26][C@H:25]([CH2:29][C:30]2[CH:35]=[CH:34][C:33]([O:36][CH3:37])=[C:32]([CH:38]=[CH2:39])[CH:31]=2)[CH2:24]1)=O)(C)(C)C. Product: [CH:38]1([C:32]2[CH:31]=[C:30]([CH:35]=[CH:34][C:33]=2[O:36][CH3:37])[CH2:29][C@H:25]2[O:26][CH2:27][CH2:28][NH:23][CH2:24]2)[CH2:39][CH2:1]1. The catalyst class is: 4. (5) Reactant: [CH3:1][NH:2][CH3:3].[NH2:4][C:5]1[N:10]=[C:9]([C:11]2[CH:20]=[C:19]3[C:14]([CH2:15][CH2:16][N:17]([C:21]([NH:23][C@@H:24]([CH2:28][C:29]4[CH:34]=[CH:33][CH:32]=[CH:31][CH:30]=4)[C:25](O)=[O:26])=[O:22])[CH2:18]3)=[CH:13][CH:12]=2)[CH:8]=[C:7]([N:35]2[CH2:40][CH2:39][N:38]([CH3:41])[CH2:37][CH2:36]2)[N:6]=1.F[P-](F)(F)(F)(F)F.N1(O[P+](N(C)C)(N(C)C)N(C)C)C2C=CC=CC=2N=N1. Product: [NH2:4][C:5]1[N:10]=[C:9]([C:11]2[CH:20]=[C:19]3[C:14]([CH2:15][CH2:16][N:17]([C:21]([NH:23][C@H:24]([CH2:28][C:29]4[CH:34]=[CH:33][CH:32]=[CH:31][CH:30]=4)[C:25]([N:2]([CH3:3])[CH3:1])=[O:26])=[O:22])[CH2:18]3)=[CH:13][CH:12]=2)[CH:8]=[C:7]([N:35]2[CH2:40][CH2:39][N:38]([CH3:41])[CH2:37][CH2:36]2)[N:6]=1. The catalyst class is: 66.